Dataset: Forward reaction prediction with 1.9M reactions from USPTO patents (1976-2016). Task: Predict the product of the given reaction. (1) Given the reactants [Cl:1][C:2]1[C:9](Cl)=[CH:8][C:5]([NH:6][CH3:7])=[C:4]([N+:11]([O-:13])=[O:12])[CH:3]=1.[F:14][C:15]([F:23])([F:22])[CH:16]1[CH2:21][CH2:20][NH:19][CH2:18][CH2:17]1.C(=O)([O-])[O-].[K+].[K+], predict the reaction product. The product is: [Cl:1][C:2]1[C:9]([N:19]2[CH2:20][CH2:21][CH:16]([C:15]([F:23])([F:22])[F:14])[CH2:17][CH2:18]2)=[CH:8][C:5]([NH:6][CH3:7])=[C:4]([N+:11]([O-:13])=[O:12])[CH:3]=1. (2) Given the reactants [OH:1][CH2:2][CH2:3][CH2:4][N:5]([CH2:16][C:17]1[N:21]([CH2:22][C@H:23]2[CH2:28][CH2:27][CH2:26][N:25](C(OC(C)(C)C)=O)[CH2:24]2)[C:20]2[CH:36]=[CH:37][CH:38]=[CH:39][C:19]=2[N:18]=1)[C@@H:6]1[C:15]2[N:14]=[CH:13][CH:12]=[CH:11][C:10]=2[CH2:9][CH2:8][CH2:7]1.CN(CC1N(C[C@H]2CCCNC2)C2C=CC=CC=2N=1)[C@@H]1C2N=CC=CC=2CCC1, predict the reaction product. The product is: [NH:25]1[CH2:26][CH2:27][CH2:28][C@H:23]([CH2:22][N:21]2[C:20]3[CH:36]=[CH:37][CH:38]=[CH:39][C:19]=3[N:18]=[C:17]2[CH2:16][N:5]([C@@H:6]2[C:15]3[N:14]=[CH:13][CH:12]=[CH:11][C:10]=3[CH2:9][CH2:8][CH2:7]2)[CH2:4][CH2:3][CH2:2][OH:1])[CH2:24]1. (3) Given the reactants [F:1][C:2]([F:26])([F:25])[C:3]1[C:4]2[N:5]([C:19]([C:22](O)=[O:23])=[CH:20][N:21]=2)[CH:6]=[C:7]([C:9]2[CH:14]=[CH:13][C:12]([C:15]([F:18])([F:17])[F:16])=[CH:11][CH:10]=2)[CH:8]=1.O[NH:28][C:29](=[NH:40])[C:30]1[CH:35]=[CH:34][C:33]([S:36](=[O:39])(=[O:38])[NH2:37])=[CH:32][CH:31]=1, predict the reaction product. The product is: [F:26][C:2]([F:1])([F:25])[C:3]1[C:4]2[N:5]([C:19]([C:22]3[O:23][N:40]=[C:29]([C:30]4[CH:31]=[CH:32][C:33]([S:36]([NH2:37])(=[O:38])=[O:39])=[CH:34][CH:35]=4)[N:28]=3)=[CH:20][N:21]=2)[CH:6]=[C:7]([C:9]2[CH:14]=[CH:13][C:12]([C:15]([F:17])([F:18])[F:16])=[CH:11][CH:10]=2)[CH:8]=1. (4) The product is: [CH2:1]([O:8][C:9]1[CH:14]=[CH:13][N:12]([C:17]2[S:18][C:19]([C:23]([NH:25][CH2:26][C:27]3[CH:32]=[CH:31][C:30]([F:33])=[C:29]([F:34])[CH:28]=3)=[O:24])=[C:20]([CH3:22])[N:21]=2)[C:11](=[O:15])[CH:10]=1)[C:2]1[CH:3]=[CH:4][CH:5]=[CH:6][CH:7]=1. Given the reactants [CH2:1]([O:8][C:9]1[CH:14]=[CH:13][NH:12][C:11](=[O:15])[CH:10]=1)[C:2]1[CH:7]=[CH:6][CH:5]=[CH:4][CH:3]=1.Br[C:17]1[S:18][C:19]([C:23]([NH:25][CH2:26][C:27]2[CH:32]=[CH:31][C:30]([F:33])=[C:29]([F:34])[CH:28]=2)=[O:24])=[C:20]([CH3:22])[N:21]=1, predict the reaction product.